Dataset: Forward reaction prediction with 1.9M reactions from USPTO patents (1976-2016). Task: Predict the product of the given reaction. (1) Given the reactants [F:1][C:2]1[CH:3]=[C:4]2[C:8](=[CH:9][CH:10]=1)[N:7]([CH2:11][C:12]([O:14]C(C)(C)C)=[O:13])[C:6]([CH3:19])=[C:5]2[C:20]1[CH:21]=[N:22][C:23]([O:26]C)=[CH:24][CH:25]=1.[H-].[Na+].[Br-].[Li+].Br.Br[CH2:34][C:35]1[CH:40]=[CH:39][N:38]=[CH:37][CH:36]=1, predict the reaction product. The product is: [F:1][C:2]1[CH:3]=[C:4]2[C:8](=[CH:9][CH:10]=1)[N:7]([CH2:11][C:12]([OH:14])=[O:13])[C:6]([CH3:19])=[C:5]2[C:20]1[CH:25]=[CH:24][C:23](=[O:26])[N:22]([CH2:34][C:35]2[CH:40]=[CH:39][N:38]=[CH:37][CH:36]=2)[CH:21]=1. (2) The product is: [Cl:24][C:4]1[CH:3]=[C:2]([C:31]2[CH:32]=[CH:33][C:28]([CH2:27][C:25]#[N:26])=[CH:29][CH:30]=2)[CH:7]=[CH:6][C:5]=1[CH:8]([CH3:23])[C:9]([OH:14])([C:15]1[CH:16]=[N:17][C:18]([O:21][CH3:22])=[CH:19][CH:20]=1)[C:10]([F:13])([F:12])[F:11]. Given the reactants Br[C:2]1[CH:7]=[CH:6][C:5]([CH:8]([CH3:23])[C:9]([C:15]2[CH:16]=[N:17][C:18]([O:21][CH3:22])=[CH:19][CH:20]=2)([OH:14])[C:10]([F:13])([F:12])[F:11])=[C:4]([Cl:24])[CH:3]=1.[C:25]([CH2:27][C:28]1[CH:33]=[CH:32][C:31](B(O)O)=[CH:30][CH:29]=1)#[N:26], predict the reaction product. (3) Given the reactants [Cl-].[Al+3].[Cl-].[Cl-].[C:5]1(=[O:15])[O:10][C:8](=[O:9])[C:7]2=[CH:11][CH:12]=[CH:13][CH:14]=[C:6]12.[CH:16]1[C:24]2[C:23]3[CH:25]=[CH:26][CH:27]=[CH:28][C:22]=3[S:21][C:20]=2[CH:19]=[CH:18][CH:17]=1.Cl, predict the reaction product. The product is: [C:8]([C:7]1[CH:11]=[CH:12][CH:13]=[CH:14][C:6]=1[C:5]([C:26]1[CH:27]=[CH:28][C:22]2[S:21][C:20]3[CH:19]=[CH:18][CH:17]=[CH:16][C:24]=3[C:23]=2[CH:25]=1)=[O:15])([OH:10])=[O:9]. (4) Given the reactants [C:1]([O:5][C:6]([CH:8]1[CH2:13][CH2:12][N:11]([C:14]2[C:22]([C:23]#[N:24])=[CH:21][C:17]([C:18]([OH:20])=[O:19])=[C:16]([CH3:25])[N:15]=2)[CH2:10][CH2:9]1)=[O:7])([CH3:4])([CH3:3])[CH3:2].[CH2:26](O)[C:27]([CH3:30])([CH3:29])[CH3:28].CCN=C=NCCCN(C)C.C1C=CC2N(O)N=NC=2C=1.CCN(C(C)C)C(C)C, predict the reaction product. The product is: [C:1]([O:5][C:6]([CH:8]1[CH2:13][CH2:12][N:11]([C:14]2[C:22]([C:23]#[N:24])=[CH:21][C:17]([C:18]([O:20][CH2:26][C:27]([CH3:30])([CH3:29])[CH3:28])=[O:19])=[C:16]([CH3:25])[N:15]=2)[CH2:10][CH2:9]1)=[O:7])([CH3:4])([CH3:3])[CH3:2]. (5) Given the reactants [Cl:1][C:2]1[CH:3]=[N:4][C:5]2[C:10]([C:11]=1[O:12][CH2:13][C:14]13[CH2:21][CH2:20][C:17](C(O)=O)([CH2:18][CH2:19]1)[CH2:16][CH2:15]3)=[N:9][C:8]([O:25][CH3:26])=[CH:7][CH:6]=2.C([N:29](CC)CC)C.C1(P(N=[N+]=[N-])(C2C=CC=CC=2)=O)C=CC=CC=1, predict the reaction product. The product is: [Cl:1][C:2]1[CH:3]=[N:4][C:5]2[C:10]([C:11]=1[O:12][CH2:13][C:14]13[CH2:15][CH2:16][C:17]([NH2:29])([CH2:18][CH2:19]1)[CH2:20][CH2:21]3)=[N:9][C:8]([O:25][CH3:26])=[CH:7][CH:6]=2. (6) Given the reactants [BH4-].[Na+].Cl.[NH2:4][C@:5]1([C:22](OC)=[O:23])[CH2:10][CH2:9][N:8]([C:11]([O:13][CH2:14][C:15]2[CH:20]=[CH:19][CH:18]=[CH:17][CH:16]=2)=[O:12])[C@@H:7]([CH3:21])[CH2:6]1.Cl, predict the reaction product. The product is: [NH2:4][C@:5]1([CH2:22][OH:23])[CH2:10][CH2:9][N:8]([C:11]([O:13][CH2:14][C:15]2[CH:20]=[CH:19][CH:18]=[CH:17][CH:16]=2)=[O:12])[C@@H:7]([CH3:21])[CH2:6]1. (7) Given the reactants [CH:1]1([C@H:5]2[C@H:14]([CH3:15])[C@@H:13]([NH:16][C:17](=[O:26])[O:18][CH2:19][C:20]3[CH:25]=[CH:24][CH:23]=[CH:22][CH:21]=3)[C:12]3[C:7](=[CH:8][CH:9]=[CH:10][CH:11]=3)[NH:6]2)[CH2:4][CH2:3][CH2:2]1.N1C=CC=CC=1.[C:33](Cl)(=[O:35])[CH3:34], predict the reaction product. The product is: [C:33]([N:6]1[C:7]2[C:12](=[CH:11][CH:10]=[CH:9][CH:8]=2)[C@H:13]([NH:16][C:17](=[O:26])[O:18][CH2:19][C:20]2[CH:25]=[CH:24][CH:23]=[CH:22][CH:21]=2)[C@@H:14]([CH3:15])[C@@H:5]1[CH:1]1[CH2:4][CH2:3][CH2:2]1)(=[O:35])[CH3:34].